This data is from Forward reaction prediction with 1.9M reactions from USPTO patents (1976-2016). The task is: Predict the product of the given reaction. (1) Given the reactants [Cl:1][C:2]1[CH:7]=[C:6]([C:8]([C:10]([F:13])([F:12])[F:11])=[CH2:9])[CH:5]=[C:4]([Cl:14])[CH:3]=1.[CH2:15]([N:22]([CH2:28]OC)[CH2:23][Si](C)(C)C)[C:16]1[CH:21]=[CH:20][CH:19]=[CH:18][CH:17]=1.C(O)(C(F)(F)F)=O, predict the reaction product. The product is: [CH2:15]([N:22]1[CH2:28][CH2:9][C:8]([C:6]2[CH:5]=[C:4]([Cl:14])[CH:3]=[C:2]([Cl:1])[CH:7]=2)([C:10]([F:11])([F:13])[F:12])[CH2:23]1)[C:16]1[CH:21]=[CH:20][CH:19]=[CH:18][CH:17]=1. (2) Given the reactants C(OC([NH:11][CH:12]1[N:18]=[C:17]([CH:19]([CH3:21])[CH3:20])[C:16]2[CH:22]=[CH:23][CH:24]=[CH:25][C:15]=2[NH:14][C:13]1=[O:26])=O)C1C=CC=CC=1.C([O-])=O.[NH4+], predict the reaction product. The product is: [NH2:11][CH:12]1[N:18]=[C:17]([CH:19]([CH3:21])[CH3:20])[C:16]2[CH:22]=[CH:23][CH:24]=[CH:25][C:15]=2[NH:14][C:13]1=[O:26]. (3) Given the reactants [CH3:1][C:2]1[CH:3]=[C:4]([CH:8]=[CH:9][C:10]=1[N:11]1[CH2:16][CH2:15][O:14][CH2:13][C:12]1=[O:17])[C:5]([OH:7])=O.[Cl:18][C:19]1[CH:35]=[CH:34][C:22]2[NH:23][C:24]([CH:26]([NH2:33])[C:27]3[CH:31]=[CH:30][N:29]([CH3:32])[N:28]=3)=[N:25][C:21]=2[CH:20]=1.CN(C(ON1N=NC2C=CC=CC1=2)=[N+](C)C)C.[B-](F)(F)(F)F.CCN(C(C)C)C(C)C, predict the reaction product. The product is: [Cl:18][C:19]1[CH:35]=[CH:34][C:22]2[NH:23][C:24]([CH:26]([NH:33][C:5](=[O:7])[C:4]3[CH:8]=[CH:9][C:10]([N:11]4[CH2:16][CH2:15][O:14][CH2:13][C:12]4=[O:17])=[C:2]([CH3:1])[CH:3]=3)[C:27]3[CH:31]=[CH:30][N:29]([CH3:32])[N:28]=3)=[N:25][C:21]=2[CH:20]=1. (4) Given the reactants [NH:1]1[C:9]2[C:4](=[CH:5][CH:6]=[CH:7][CH:8]=2)[C:3]([C:10](=[O:36])[CH:11]([NH:18][C:19]2[CH:20]=[C:21]([CH:31]=[C:32]([O:34][CH3:35])[CH:33]=2)[O:22][CH2:23][CH2:24][CH2:25][C:26]([O:28]CC)=[O:27])[C:12]2[CH:17]=[CH:16][CH:15]=[CH:14][CH:13]=2)=[CH:2]1.[OH-].[Na+].Cl, predict the reaction product. The product is: [NH:1]1[C:9]2[C:4](=[CH:5][CH:6]=[CH:7][CH:8]=2)[C:3]([C:10](=[O:36])[CH:11]([NH:18][C:19]2[CH:20]=[C:21]([CH:31]=[C:32]([O:34][CH3:35])[CH:33]=2)[O:22][CH2:23][CH2:24][CH2:25][C:26]([OH:28])=[O:27])[C:12]2[CH:17]=[CH:16][CH:15]=[CH:14][CH:13]=2)=[CH:2]1.